The task is: Regression. Given a peptide amino acid sequence and an MHC pseudo amino acid sequence, predict their binding affinity value. This is MHC class I binding data.. This data is from Peptide-MHC class I binding affinity with 185,985 pairs from IEDB/IMGT. (1) The peptide sequence is ELFIAPEGM. The MHC is HLA-A11:01 with pseudo-sequence HLA-A11:01. The binding affinity (normalized) is 0.0972. (2) The MHC is HLA-A23:01 with pseudo-sequence HLA-A23:01. The peptide sequence is KVIVYCHYY. The binding affinity (normalized) is 0.0847.